Dataset: Full USPTO retrosynthesis dataset with 1.9M reactions from patents (1976-2016). Task: Predict the reactants needed to synthesize the given product. (1) Given the product [Br:18][C:19]1[CH:28]=[CH:27][C:22]([C:23]2[CH:17]=[C:6]3[C:7](=[C:15]([NH2:34])[N:16]=2)[CH:8]=[N:9][C:10]2[CH:11]=[C:12]([O:13][CH3:14])[C:3]([O:2][CH3:1])=[CH:4][C:5]3=2)=[CH:21][CH:20]=1, predict the reactants needed to synthesize it. The reactants are: [CH3:1][O:2][C:3]1[CH:4]=[C:5]2[C:10](=[CH:11][C:12]=1[O:13][CH3:14])[N:9]=[CH:8][C:7]([C:15]#[N:16])=[C:6]2[CH3:17].[Br:18][C:19]1[CH:28]=[CH:27][C:22]([C:23](OC)=O)=[CH:21][CH:20]=1.[Li+].C[Si]([N-:34][Si](C)(C)C)(C)C. (2) Given the product [CH3:31][O:30][C:28]1[C:27]([C:32]2[S:33][CH:34]=[CH:35][CH:36]=2)=[CH:26][C:23](/[CH:24]=[CH:2]/[C:1]([C:4]2[CH:12]=[CH:11][C:7]([C:8]([NH2:10])=[O:9])=[CH:6][CH:5]=2)=[O:3])=[C:22]([O:21][CH2:20][CH2:19][N:13]2[CH2:14][CH2:15][O:16][CH2:17][CH2:18]2)[CH:29]=1, predict the reactants needed to synthesize it. The reactants are: [C:1]([C:4]1[CH:12]=[CH:11][C:7]([C:8]([NH2:10])=[O:9])=[CH:6][CH:5]=1)(=[O:3])[CH3:2].[N:13]1([CH2:19][CH2:20][O:21][C:22]2[CH:29]=[C:28]([O:30][CH3:31])[C:27]([C:32]3[S:33][CH:34]=[CH:35][CH:36]=3)=[CH:26][C:23]=2[CH:24]=O)[CH2:18][CH2:17][O:16][CH2:15][CH2:14]1.C[O-].[Li+]. (3) The reactants are: [CH3:1][C:2]1[CH:3]=[N:4][CH:5]=[C:6]([CH:11]=1)[C:7]([O:9][CH3:10])=[O:8].CC(O)=O. Given the product [CH3:1][CH:2]1[CH2:3][NH:4][CH2:5][CH:6]([C:7]([O:9][CH3:10])=[O:8])[CH2:11]1, predict the reactants needed to synthesize it. (4) Given the product [Br:1][C:2]1[CH:3]=[C:4]2[C:9](=[CH:10][CH:11]=1)[N:8]=[C:7]([NH:12][CH2:14][CH2:15][N:16]1[CH2:21][CH2:20][O:19][CH2:18][CH2:17]1)[N:6]=[CH:5]2, predict the reactants needed to synthesize it. The reactants are: [Br:1][C:2]1[CH:3]=[C:4]2[C:9](=[CH:10][CH:11]=1)[N:8]=[C:7]([NH2:12])[N:6]=[CH:5]2.N[CH2:14][CH2:15][N:16]1[CH2:21][CH2:20][O:19][CH2:18][CH2:17]1.C1(C)C=CC(S(O)(=O)=O)=CC=1. (5) Given the product [OH:2][C:3]1[CH:22]=[CH:21][C:6]2[O:7][CH2:8][C:9]3[CH:20]=[CH:19][CH:18]=[CH:17][C:10]=3/[C:11](=[CH:12]/[CH2:13][CH2:14][NH:15][CH3:16])/[C:5]=2[CH:4]=1, predict the reactants needed to synthesize it. The reactants are: C[O:2][C:3]1[CH:22]=[CH:21][C:6]2[O:7][CH2:8][C:9]3[CH:20]=[CH:19][CH:18]=[CH:17][C:10]=3[CH:11]([CH2:12][CH2:13][CH2:14][NH:15][CH3:16])[C:5]=2[CH:4]=1.I. (6) Given the product [F:22][C:23]1[CH:56]=[CH:55][CH:54]=[C:53]([F:57])[C:24]=1[C:25]([OH:26])([C:17]1[CH:18]=[N:19][CH:20]=[CH:21][N:16]=1)[C:27]1[C:35]2[NH:34][C:33](=[O:36])[NH:32][C:31]=2[CH:30]=[C:29]([C:46]2[C:47]([CH3:52])=[N:48][O:49][C:50]=2[CH3:51])[CH:28]=1, predict the reactants needed to synthesize it. The reactants are: [Li]CCCC.CC1(C)CCCC(C)(C)N1.[N:16]1[CH:21]=[CH:20][N:19]=[CH:18][CH:17]=1.[F:22][C:23]1[CH:56]=[CH:55][CH:54]=[C:53]([F:57])[C:24]=1[C:25]([C:27]1[C:35]2[N:34]=[C:33]([O:36]CC)[N:32](C(OC(C)(C)C)=O)[C:31]=2[CH:30]=[C:29]([C:46]2[C:47]([CH3:52])=[N:48][O:49][C:50]=2[CH3:51])[CH:28]=1)=[O:26]. (7) The reactants are: [Br:1][C:2]1[C:7]([OH:8])=[CH:6][CH:5]=[C:4]([C:9]([O:11][CH3:12])=[O:10])[N:3]=1.C(=O)([O-])[O-].[K+].[K+].ICC([O:23][CH2:24][CH3:25])=O.[C:26](#N)[CH3:27]. Given the product [Br:1][C:2]1[C:7]([O:8][C:24](=[O:23])[CH2:25][CH2:26][CH3:27])=[CH:6][CH:5]=[C:4]([C:9]([O:11][CH3:12])=[O:10])[N:3]=1, predict the reactants needed to synthesize it. (8) Given the product [Br:1][C:2]1[CH:7]=[CH:6][C:5]([N:8]2[CH2:14][CH2:13][CH2:12][S:9]2(=[O:11])=[O:10])=[CH:4][CH:3]=1, predict the reactants needed to synthesize it. The reactants are: [Br:1][C:2]1[CH:7]=[CH:6][C:5]([NH:8][S:9]([CH2:12][CH2:13][CH2:14]Cl)(=[O:11])=[O:10])=[CH:4][CH:3]=1.C([O-])([O-])=O.[Cs+].[Cs+].